From a dataset of Forward reaction prediction with 1.9M reactions from USPTO patents (1976-2016). Predict the product of the given reaction. (1) Given the reactants Br[C:2]1[CH:7]=[CH:6][CH:5]=[CH:4][N:3]=1.[CH2:8]([N:12]1[N:16]=[C:15]2[CH:17]=[CH:18][C:19]([CH3:21])=[CH:20][C:14]2=[N:13]1)[CH2:9][C:10]#[CH:11], predict the reaction product. The product is: [CH3:21][C:19]1[CH:18]=[CH:17][C:15]2=[N:16][N:12]([CH2:8][CH2:9][C:10]#[C:11][C:2]3[CH:7]=[CH:6][CH:5]=[CH:4][N:3]=3)[N:13]=[C:14]2[CH:20]=1. (2) Given the reactants Br[C:2]1[CH:3]=[C:4]([CH:21]=[CH:22][CH:23]=1)[O:5][C:6]1[CH:20]=[CH:19][C:9]2[N:10]3[CH2:18][CH2:17][CH2:16][C:11]3=[N:12][S:13](=[O:15])(=[O:14])[C:8]=2[CH:7]=1.[O:24]1[CH:28]=[CH:27][C:26](B(O)O)=[CH:25]1.C([O-])([O-])=O.[K+].[K+], predict the reaction product. The product is: [O:24]1[CH:28]=[CH:27][C:26]([C:2]2[CH:3]=[C:4]([CH:21]=[CH:22][CH:23]=2)[O:5][C:6]2[CH:20]=[CH:19][C:9]3[N:10]4[CH2:18][CH2:17][CH2:16][C:11]4=[N:12][S:13](=[O:15])(=[O:14])[C:8]=3[CH:7]=2)=[CH:25]1. (3) Given the reactants [CH3:1][S:2]([C:5]1[CH:6]=[CH:7][C:8]([C@@H:11]([OH:21])[C@H:12]([NH:15][C:16]([CH:18]([Cl:20])[Cl:19])=[O:17])[CH2:13][F:14])=[CH:9][CH:10]=1)(=[O:4])=[O:3].C(N(C(C)C)CC)(C)C.[Br:31][CH2:32][CH2:33][CH2:34][C:35](Cl)=[O:36], predict the reaction product. The product is: [Cl:19][CH:18]([Cl:20])[C:16]([NH:15][CH:12]([CH2:13][F:14])[CH:11]([O:21][C:35](=[O:36])[CH2:34][CH2:33][CH2:32][Br:31])[C:8]1[CH:7]=[CH:6][C:5]([S:2]([CH3:1])(=[O:4])=[O:3])=[CH:10][CH:9]=1)=[O:17]. (4) Given the reactants [CH3:1][O:2][C:3]1[CH:12]=[C:11]2[C:6]([C:7]([Cl:18])=[C:8]([C:13]([O:15][CH2:16][CH3:17])=[O:14])[CH:9]=[N:10]2)=[CH:5][CH:4]=1, predict the reaction product. The product is: [ClH:18].[CH3:1][O:2][C:3]1[CH:12]=[C:11]2[C:6]([CH:7]=[C:8]([C:13]([O:15][CH2:16][CH3:17])=[O:14])[CH:9]=[N:10]2)=[CH:5][CH:4]=1. (5) Given the reactants Cl[CH2:2][C:3]([N:5]1[C:13]2[C:8](=[CH:9][C:10]([NH:14][C:15]([C:17]3[C:18]([C:23]4[CH:28]=[CH:27][C:26]([C:29]([F:32])([F:31])[F:30])=[CH:25][CH:24]=4)=[CH:19][CH:20]=[CH:21][CH:22]=3)=[O:16])=[CH:11][CH:12]=2)[CH2:7][CH2:6]1)=[O:4].[Na].[NH:34]1[CH:38]=[N:37][CH:36]=[N:35]1.C(OCC)(=O)C.O, predict the reaction product. The product is: [N:34]1([CH2:2][C:3]([N:5]2[C:13]3[C:8](=[CH:9][C:10]([NH:14][C:15]([C:17]4[C:18]([C:23]5[CH:28]=[CH:27][C:26]([C:29]([F:32])([F:31])[F:30])=[CH:25][CH:24]=5)=[CH:19][CH:20]=[CH:21][CH:22]=4)=[O:16])=[CH:11][CH:12]=3)[CH2:7][CH2:6]2)=[O:4])[CH:38]=[N:37][CH:36]=[N:35]1.